Dataset: Full USPTO retrosynthesis dataset with 1.9M reactions from patents (1976-2016). Task: Predict the reactants needed to synthesize the given product. (1) Given the product [NH2:3][C:6]1[CH:7]=[N:8][N:9]([CH:11]([C:19]2[CH:24]=[CH:23][CH:22]=[CH:21][CH:20]=2)[CH2:12][N:13]2[CH2:17][CH2:16][CH2:15][C:14]2=[O:18])[CH:10]=1, predict the reactants needed to synthesize it. The reactants are: [H][H].[N+:3]([C:6]1[CH:7]=[N:8][N:9]([CH:11]([C:19]2[CH:24]=[CH:23][CH:22]=[CH:21][CH:20]=2)[CH2:12][N:13]2[CH2:17][CH2:16][CH2:15][C:14]2=[O:18])[CH:10]=1)([O-])=O. (2) Given the product [Br:12][CH2:13][CH2:14][CH2:15][CH2:16][O:11][C:8]1[CH:9]=[CH:10][C:5]([S:2]([CH3:1])(=[O:3])=[O:4])=[CH:6][CH:7]=1, predict the reactants needed to synthesize it. The reactants are: [CH3:1][S:2]([C:5]1[CH:10]=[CH:9][C:8]([OH:11])=[CH:7][CH:6]=1)(=[O:4])=[O:3].[Br:12][CH2:13][CH2:14][CH2:15][CH2:16]Br.C(=O)([O-])[O-].[Cs+].[Cs+].